The task is: Predict the reactants needed to synthesize the given product.. This data is from Full USPTO retrosynthesis dataset with 1.9M reactions from patents (1976-2016). (1) Given the product [CH3:42][O:41][C:37](=[O:40])[CH2:38][O:28][CH2:27][C:24]1[CH:25]=[CH:26][C:21]([C:16]([C:13]2[CH:14]=[CH:15][C:10]([O:9][CH2:8][CH:7]([O:6][Si:5]([C:1]([CH3:3])([CH3:2])[CH3:4])([CH3:35])[CH3:36])[C:31]([CH3:34])([CH3:33])[CH3:32])=[C:11]([CH3:30])[CH:12]=2)([CH2:19][CH3:20])[CH2:17][CH3:18])=[CH:22][C:23]=1[CH3:29], predict the reactants needed to synthesize it. The reactants are: [C:1]([Si:5]([CH3:36])([CH3:35])[O:6][CH:7]([C:31]([CH3:34])([CH3:33])[CH3:32])[CH2:8][O:9][C:10]1[CH:15]=[CH:14][C:13]([C:16]([C:21]2[CH:26]=[CH:25][C:24]([CH2:27][OH:28])=[C:23]([CH3:29])[CH:22]=2)([CH2:19][CH3:20])[CH2:17][CH3:18])=[CH:12][C:11]=1[CH3:30])([CH3:4])([CH3:3])[CH3:2].[C:37]([O:41][CH3:42])(=[O:40])[CH2:38]O. (2) The reactants are: [Cl:1][C:2]1[CH:41]=[CH:40][C:5]([CH2:6][C:7]2[N:8]=[C:9]([C:17]3[C:18]([CH3:39])=[N:19][N:20]4[CH:25]=[CH:24][C:23]([CH2:26][NH:27]CC5C=CC(OC)=CC=5OC)=[CH:22][C:21]=34)[S:10][C:11]=2[C:12]2[NH:16][CH:15]=[N:14][N:13]=2)=[CH:4][CH:3]=1.FC(F)(F)S(O)(=O)=O.C([O-])(O)=O.[Na+]. Given the product [Cl:1][C:2]1[CH:3]=[CH:4][C:5]([CH2:6][C:7]2[N:8]=[C:9]([C:17]3[C:18]([CH3:39])=[N:19][N:20]4[CH:25]=[CH:24][C:23]([CH2:26][NH2:27])=[CH:22][C:21]=34)[S:10][C:11]=2[C:12]2[NH:16][CH:15]=[N:14][N:13]=2)=[CH:40][CH:41]=1, predict the reactants needed to synthesize it. (3) Given the product [C:30]([O:34][C:35](=[O:45])[NH:36][C:37]1[CH:42]=[CH:41][CH:40]=[CH:39][C:38]=1[CH2:43][C:13]1[CH:12]=[CH:11][C:10]([N:16]2[CH2:17][C:18](=[O:29])[N:19]([CH2:23][CH2:24][Si:25]([CH3:28])([CH3:27])[CH3:26])[S:20]2(=[O:22])=[O:21])=[C:9]([O:8][CH2:1][C:2]2[CH:7]=[CH:6][CH:5]=[CH:4][CH:3]=2)[CH:14]=1)([CH3:33])([CH3:32])[CH3:31], predict the reactants needed to synthesize it. The reactants are: [CH2:1]([O:8][C:9]1[CH:14]=[C:13](I)[CH:12]=[CH:11][C:10]=1[N:16]1[S:20](=[O:22])(=[O:21])[N:19]([CH2:23][CH2:24][Si:25]([CH3:28])([CH3:27])[CH3:26])[C:18](=[O:29])[CH2:17]1)[C:2]1[CH:7]=[CH:6][CH:5]=[CH:4][CH:3]=1.[C:30]([O:34][C:35](=[O:45])[NH:36][C:37]1[CH:42]=[CH:41][CH:40]=[CH:39][C:38]=1[CH2:43]I)([CH3:33])([CH3:32])[CH3:31].